This data is from Forward reaction prediction with 1.9M reactions from USPTO patents (1976-2016). The task is: Predict the product of the given reaction. (1) Given the reactants C([O:8][C@@H:9]1[C@@H:14]([O:15]CC2C=CC=CC=2)[C@H:13]([O:23]CC2C=CC=CC=2)[C@@H:12]([CH2:31][O:32]CC2C=CC=CC=2)[O:11][C@:10]21[C:43]1[CH:44]=[C:45]([CH2:49][C:50]3[CH:55]=[CH:54][C:53]([CH2:56][CH3:57])=[CH:52][CH:51]=3)[C:46]([Cl:48])=[CH:47][C:42]=1[O:41][C:40]2=[O:58])C1C=CC=CC=1.ClC1C=CC=CC=1Cl.[H][H], predict the reaction product. The product is: [Cl:48][C:46]1[C:45]([CH2:49][C:50]2[CH:51]=[CH:52][C:53]([CH2:56][CH3:57])=[CH:54][CH:55]=2)=[CH:44][C:43]2[C@@:10]3([C:40](=[O:58])[O:41][C:42]=2[CH:47]=1)[C@H:9]([OH:8])[C@@H:14]([OH:15])[C@H:13]([OH:23])[C@@H:12]([CH2:31][OH:32])[O:11]3. (2) Given the reactants [Br:1][C:2]1[CH:14]=[CH:13][C:12]([C:15]([NH2:17])=[O:16])=[C:11]2[C:3]=1[C:4]1[CH2:5][CH2:6][CH:7]([CH2:18][NH:19][C:20](=[O:25])[CH2:21][CH2:22][CH2:23]Br)[CH2:8][C:9]=1[NH:10]2.[H-].[Na+], predict the reaction product. The product is: [Br:1][C:2]1[CH:14]=[CH:13][C:12]([C:15]([NH2:17])=[O:16])=[C:11]2[C:3]=1[C:4]1[CH2:5][CH2:6][CH:7]([CH2:18][N:19]3[CH2:23][CH2:22][CH2:21][C:20]3=[O:25])[CH2:8][C:9]=1[NH:10]2. (3) Given the reactants C([O:3][C:4](=[O:51])[CH:5]([O:7][C:8]1[CH:13]=[CH:12][C:11]([CH2:14][C@H:15]([NH:29][S:30]([C:33]2[CH:38]=[CH:37][CH:36]=[CH:35][CH:34]=2)(=[O:32])=[O:31])[C:16](=[O:28])[NH:17][CH2:18][CH2:19][CH2:20][CH2:21][C:22]2[CH:27]=[CH:26][CH:25]=[CH:24][CH:23]=2)=[CH:10][C:9]=1[N:39]([C:41]([O:43][CH2:44][C:45]1[CH:50]=[CH:49][CH:48]=[CH:47][CH:46]=1)=[O:42])[CH3:40])[F:6])C.[OH-].[K+], predict the reaction product. The product is: [C:33]1([S:30]([NH:29][C@H:15]([C:16](=[O:28])[NH:17][CH2:18][CH2:19][CH2:20][CH2:21][C:22]2[CH:23]=[CH:24][CH:25]=[CH:26][CH:27]=2)[CH2:14][C:11]2[CH:12]=[CH:13][C:8]([O:7][CH:5]([F:6])[C:4]([OH:51])=[O:3])=[C:9]([N:39]([C:41]([O:43][CH2:44][C:45]3[CH:46]=[CH:47][CH:48]=[CH:49][CH:50]=3)=[O:42])[CH3:40])[CH:10]=2)(=[O:32])=[O:31])[CH:34]=[CH:35][CH:36]=[CH:37][CH:38]=1. (4) Given the reactants C1(N[C:7]2[C:12]([CH3:13])=[C:11]([CH3:14])[N:10]=[C:9]([NH:15][CH2:16][C:17]3[CH:22]=[CH:21][CH:20]=[CH:19][N:18]=3)[N:8]=2)CCCC1.[F:23][C:24]([F:34])([F:33])[O:25][C:26]1[CH:31]=[CH:30][CH:29]=[CH:28][C:27]=1[NH2:32], predict the reaction product. The product is: [CH3:13][C:12]1[C:7]([NH:32][C:27]2[CH:28]=[CH:29][CH:30]=[CH:31][C:26]=2[O:25][C:24]([F:33])([F:34])[F:23])=[N:8][C:9]([NH:15][CH2:16][C:17]2[CH:22]=[CH:21][CH:20]=[CH:19][N:18]=2)=[N:10][C:11]=1[CH3:14]. (5) Given the reactants Br[C:2]1[CH:7]=[CH:6][C:5]([C:8]2[O:12][N:11]=[C:10]([CH3:13])[N:9]=2)=[CH:4][CH:3]=1.[CH3:14][CH:15]([N:17]1[CH2:22][CH2:21][N:20]([C:23]([C@H:25]2[CH2:29][CH2:28][NH:27][CH2:26]2)=[O:24])[CH2:19][C@@H:18]1[CH3:30])[CH3:16], predict the reaction product. The product is: [CH3:30][C@H:18]1[CH2:19][N:20]([C:23]([C@H:25]2[CH2:29][CH2:28][N:27]([C:2]3[CH:7]=[CH:6][C:5]([C:8]4[O:12][N:11]=[C:10]([CH3:13])[N:9]=4)=[CH:4][CH:3]=3)[CH2:26]2)=[O:24])[CH2:21][CH2:22][N:17]1[CH:15]([CH3:16])[CH3:14]. (6) Given the reactants [Br:1][C:2]1[CH:27]=[N:26][C:5]2[N:6]=[C:7]([N:13]3[CH2:16][CH:15]([N:17](C)[C:18](=O)OC(C)(C)C)[CH2:14]3)[C:8]3[N:9]([CH:10]=[CH:11][CH:12]=3)[C:4]=2[CH:3]=1.C(O)(C(F)(F)F)=O, predict the reaction product. The product is: [Br:1][C:2]1[CH:27]=[N:26][C:5]2[N:6]=[C:7]([N:13]3[CH2:16][CH:15]([NH:17][CH3:18])[CH2:14]3)[C:8]3[N:9]([CH:10]=[CH:11][CH:12]=3)[C:4]=2[CH:3]=1. (7) Given the reactants [NH:1]1[C:9]2[C:4](=[CH:5][CH:6]=[CH:7][CH:8]=2)[C:3]2([C:21]3[C:12](=[CH:13][C:14]4[O:19][CH2:18][CH2:17][O:16][C:15]=4[CH:20]=3)[O:11][CH2:10]2)[C:2]1=[O:22].CC1C=CC(S(O[CH2:34][C@@H:35]2[CH2:39][CH2:38][CH2:37][O:36]2)(=O)=O)=CC=1.BrCC1CCCCO1, predict the reaction product. The product is: [O:36]1[CH2:37][CH2:38][CH2:39][C@H:35]1[CH2:34][N:1]1[C:9]2[C:4](=[CH:5][CH:6]=[CH:7][CH:8]=2)[C:3]2([C:21]3[C:12](=[CH:13][C:14]4[O:19][CH2:18][CH2:17][O:16][C:15]=4[CH:20]=3)[O:11][CH2:10]2)[C:2]1=[O:22]. (8) Given the reactants [NH2:1][C:2]1[CH:7]=[CH:6][C:5]([C:8]2[C:9]([NH2:24])=[N:10][C:11]([NH2:23])=[N:12][C:13]=2[CH2:14]OCC2C=CC=CC=2)=[CH:4][CH:3]=1.[Cl:25][C:26]1[CH:27]=[C:28]([CH:31]=[CH:32][C:33]=1[S:34]([CH3:37])(=[O:36])=[O:35])[CH:29]=O.F[C:39]1C=C(C=CC=1S(C)(=O)=O)C=O, predict the reaction product. The product is: [Cl:25][C:26]1[CH:27]=[C:28]([CH:31]=[CH:32][C:33]=1[S:34]([CH3:37])(=[O:36])=[O:35])[CH2:29][NH:1][C:2]1[CH:3]=[CH:4][C:5]([C:8]2[C:9]([NH2:24])=[N:10][C:11]([NH2:23])=[N:12][C:13]=2[CH2:14][CH3:39])=[CH:6][CH:7]=1. (9) Given the reactants [CH3:1][C:2]([O:5][C:6](=[O:16])[C@H:7]([CH2:9][C:10]1[CH:15]=[CH:14][CH:13]=[CH:12][CH:11]=1)[NH2:8])([CH3:4])[CH3:3].Br[CH2:18][C:19]([O:21][C:22]([CH3:25])([CH3:24])[CH3:23])=[O:20], predict the reaction product. The product is: [CH3:4][C:2]([O:5][C:6](=[O:16])[C@H:7]([CH2:9][C:10]1[CH:11]=[CH:12][CH:13]=[CH:14][CH:15]=1)[NH:8][CH2:18][C:19]([O:21][C:22]([CH3:25])([CH3:24])[CH3:23])=[O:20])([CH3:1])[CH3:3].